This data is from Reaction yield outcomes from USPTO patents with 853,638 reactions. The task is: Predict the reaction yield, written as a fraction of the theoretical maximum amount of product (1.0 means a 100% yield; for example, 0.34 means a 34% yield). (1) The reactants are [CH3:1][CH:2]([CH3:6])[C:3](=[O:5])[CH3:4].C(O[CH:10](OCC)[N:11]([CH3:13])[CH3:12])C. No catalyst specified. The product is [CH3:10][N:11]([CH3:13])[CH:12]=[CH:4][C:3](=[O:5])[CH:2]([CH3:6])[CH3:1]. The yield is 0.800. (2) The reactants are C([O:5][C:6]([C:8]1[C:16]2[C:11](=[CH:12][C:13]([C:17]3(O)[CH2:22][CH2:21][O:20][CH2:19][CH2:18]3)=[CH:14][CH:15]=2)[NH:10][N:9]=1)=[O:7])(C)(C)C.C([SiH](CC)CC)C.ClCCl. The catalyst is FC(F)(F)C(O)=O. The product is [O:20]1[CH2:21][CH2:22][CH:17]([C:13]2[CH:12]=[C:11]3[C:16]([C:8]([C:6]([OH:7])=[O:5])=[N:9][NH:10]3)=[CH:15][CH:14]=2)[CH2:18][CH2:19]1. The yield is 0.600. (3) The catalyst is C1(C)C=CC=CC=1.O.[Fe]. The yield is 0.950. The product is [NH2:1][C:4]1[CH:5]=[CH:6][C:7]([CH2:8][O:9][N:10]=[C:11]2[CH2:16][CH2:15][N:14]([S:17]([C:20]3[CH:25]=[CH:24][C:23]([O:26][C:27]([F:29])([F:30])[F:28])=[CH:22][CH:21]=3)(=[O:18])=[O:19])[CH2:13][CH2:12]2)=[CH:31][CH:32]=1. The reactants are [N+:1]([C:4]1[CH:32]=[CH:31][C:7]([CH2:8][O:9][N:10]=[C:11]2[CH2:16][CH2:15][N:14]([S:17]([C:20]3[CH:25]=[CH:24][C:23]([O:26][C:27]([F:30])([F:29])[F:28])=[CH:22][CH:21]=3)(=[O:19])=[O:18])[CH2:13][CH2:12]2)=[CH:6][CH:5]=1)([O-])=O.[NH4+].[Cl-].